From a dataset of NCI-60 drug combinations with 297,098 pairs across 59 cell lines. Regression. Given two drug SMILES strings and cell line genomic features, predict the synergy score measuring deviation from expected non-interaction effect. (1) Drug 1: CC1OCC2C(O1)C(C(C(O2)OC3C4COC(=O)C4C(C5=CC6=C(C=C35)OCO6)C7=CC(=C(C(=C7)OC)O)OC)O)O. Drug 2: CCN(CC)CCCC(C)NC1=C2C=C(C=CC2=NC3=C1C=CC(=C3)Cl)OC. Cell line: TK-10. Synergy scores: CSS=44.1, Synergy_ZIP=-3.48, Synergy_Bliss=1.47, Synergy_Loewe=3.31, Synergy_HSA=5.27. (2) Drug 1: C1C(C(OC1N2C=NC3=C(N=C(N=C32)Cl)N)CO)O. Drug 2: C1CN1C2=NC(=NC(=N2)N3CC3)N4CC4. Cell line: ACHN. Synergy scores: CSS=58.6, Synergy_ZIP=-0.732, Synergy_Bliss=1.55, Synergy_Loewe=-2.07, Synergy_HSA=2.85. (3) Drug 1: C1CCC(C1)C(CC#N)N2C=C(C=N2)C3=C4C=CNC4=NC=N3. Drug 2: CC(CN1CC(=O)NC(=O)C1)N2CC(=O)NC(=O)C2. Cell line: CAKI-1. Synergy scores: CSS=43.1, Synergy_ZIP=1.92, Synergy_Bliss=3.21, Synergy_Loewe=7.74, Synergy_HSA=8.79. (4) Drug 1: C1=CC(=CC=C1CCCC(=O)O)N(CCCl)CCCl. Drug 2: C1C(C(OC1N2C=C(C(=O)NC2=O)F)CO)O. Cell line: LOX IMVI. Synergy scores: CSS=54.5, Synergy_ZIP=-4.87, Synergy_Bliss=-3.84, Synergy_Loewe=-14.1, Synergy_HSA=1.04.